Dataset: Forward reaction prediction with 1.9M reactions from USPTO patents (1976-2016). Task: Predict the product of the given reaction. (1) Given the reactants [CH:1]1([CH2:4][C:5]([NH:7][NH:8][C:9]2[C:14]([O:15][CH3:16])=[C:13]([N:17]3[CH2:22][CH2:21][C:20]([C:24]4[CH:29]=[CH:28][C:27]([F:30])=[CH:26][CH:25]=4)([OH:23])[CH2:19][CH2:18]3)[N:12]=[CH:11][N:10]=2)=O)[CH2:3][CH2:2]1.P(Cl)(Cl)(Cl)=O, predict the reaction product. The product is: [CH:1]1([CH2:4][C:5]2[N:10]3[CH:11]=[N:12][C:13]([N:17]4[CH2:22][CH2:21][C:20]([C:24]5[CH:25]=[CH:26][C:27]([F:30])=[CH:28][CH:29]=5)([OH:23])[CH2:19][CH2:18]4)=[C:14]([O:15][CH3:16])[C:9]3=[N:8][N:7]=2)[CH2:3][CH2:2]1. (2) Given the reactants [Br:1][C:2]1[CH:8]=[CH:7][C:5]([NH2:6])=[CH:4][C:3]=1[O:9][C:10]([F:13])([F:12])[F:11].[OH-].[Na+].[C:16](O[C:16]([O:18][C:19]([CH3:22])([CH3:21])[CH3:20])=[O:17])([O:18][C:19]([CH3:22])([CH3:21])[CH3:20])=[O:17], predict the reaction product. The product is: [Br:1][C:2]1[CH:8]=[CH:7][C:5]([NH:6][C:16](=[O:17])[O:18][C:19]([CH3:22])([CH3:21])[CH3:20])=[CH:4][C:3]=1[O:9][C:10]([F:12])([F:11])[F:13]. (3) The product is: [CH:41]1([NH:43][C:20](=[O:22])[C:19]2[CH:23]=[CH:24][C:16]([C:15]3[CH:14]=[N:13][N:11]4[CH:12]=[C:7]([C:5]5[CH:4]=[N:3][N:2]([CH3:1])[CH:6]=5)[CH:8]=[N:9][C:10]=34)=[CH:17][CH:18]=2)[CH2:42][CH2:40]1. Given the reactants [CH3:1][N:2]1[CH:6]=[C:5]([C:7]2[CH:8]=[N:9][C:10]3[N:11]([N:13]=[CH:14][C:15]=3[C:16]3[CH:24]=[CH:23][C:19]([C:20]([OH:22])=O)=[CH:18][CH:17]=3)[CH:12]=2)[CH:4]=[N:3]1.C1N=CN(C(N2C=NC=C2)=O)C=1.C1C=C[C:40]2N(O)N=[N:43][C:41]=2[CH:42]=1.C1(N)CC1, predict the reaction product. (4) Given the reactants [OH-].[Li+].[CH3:3][C:4]([O:7][C@H:8]([CH3:37])[C@@H:9]([C:33]([O:35]C)=[O:34])[NH:10][C:11]([C:13]1[CH:18]=[CH:17][C:16]([F:19])=[CH:15][C:14]=1[NH:20][C:21]([NH:23][C:24]1[C:29]([CH3:30])=[CH:28][C:27]([CH3:31])=[CH:26][C:25]=1[CH3:32])=[O:22])=[O:12])([CH3:6])[CH3:5].CO.O, predict the reaction product. The product is: [CH3:6][C:4]([O:7][C@H:8]([CH3:37])[C@@H:9]([C:33]([OH:35])=[O:34])[NH:10][C:11]([C:13]1[CH:18]=[CH:17][C:16]([F:19])=[CH:15][C:14]=1[NH:20][C:21]([NH:23][C:24]1[C:25]([CH3:32])=[CH:26][C:27]([CH3:31])=[CH:28][C:29]=1[CH3:30])=[O:22])=[O:12])([CH3:3])[CH3:5]. (5) Given the reactants C(Cl)(C1C=CC=CC=1)(C1C=CC=CC=1)C1C=CC=CC=1.[OH:21][CH:22]([CH2:71][O:72]C(C1C=CC=CC=1)(C1C=CC=CC=1)C1C=CC=CC=1)[CH2:23][O:24][C:25]1[N:30]=[C:29]([NH:31]C(C2C=CC=CC=2)(C2C=CC=CC=2)C2C=CC=CC=2)[N:28]=[C:27]([NH:51]C(C2C=CC=CC=2)(C2C=CC=CC=2)C2C=CC=CC=2)[CH:26]=1.C1(C)C=CC(S(O[CH2:102][P:103](=[O:112])([O:108]C(C)C)[O:104]C(C)C)(=O)=O)=CC=1.[H-].[Na+], predict the reaction product. The product is: [NH2:31][C:29]1[N:28]=[C:27]([NH2:51])[CH:26]=[C:25]([O:24][CH2:23][CH:22]([O:21][CH2:102][P:103]([OH:112])([OH:108])=[O:104])[CH2:71][OH:72])[N:30]=1.